From a dataset of CYP2C9 inhibition data for predicting drug metabolism from PubChem BioAssay. Regression/Classification. Given a drug SMILES string, predict its absorption, distribution, metabolism, or excretion properties. Task type varies by dataset: regression for continuous measurements (e.g., permeability, clearance, half-life) or binary classification for categorical outcomes (e.g., BBB penetration, CYP inhibition). Dataset: cyp2c9_veith. (1) The molecule is Cl.Nc1cc(Cl)ccc1Oc1ccc(Cl)cc1. The result is 1 (inhibitor). (2) The molecule is COc1ccc(C(=O)/C=C(/C)N(C)C)cc1. The result is 0 (non-inhibitor). (3) The compound is CCOc1ccc(C2C(C(=O)O)c3ccccc3C(=O)N2CCN2CCOCC2)cc1. The result is 0 (non-inhibitor). (4) The compound is CCOC(=O)N/N=C1/C[C@@H](O)[C@@H](O)[C@@H]2[C@@H]3C(=O)N(C(C)(C)C)C(=O)[C@H]3CC[C@@H]12. The result is 0 (non-inhibitor). (5) The drug is CCCCOC(=O)Nc1ccccc1C(=O)OC. The result is 0 (non-inhibitor). (6) The drug is O=C1[C@H]2CC[C@@H]3/C(=N\OCc4ccccc4)C[C@@H](O)[C@@H](O)[C@@H]3[C@@H]2C(=O)N1Cc1ccccc1. The result is 0 (non-inhibitor). (7) The drug is CO[C@H]1COC(=O)[C@@H](CCSC)NC(=O)C/C=C\[C@@H](C)COC(=O)[C@@H](OCc2ccccc2)/C=C\[C@@H]1C. The result is 0 (non-inhibitor). (8) The drug is CCCn1c(C)c(C(=O)c2cccc3ccccc23)c2ccccc21. The result is 0 (non-inhibitor). (9) The drug is CCOC(=O)c1ccc(NC(=O)COc2ccccc2OC)cc1. The result is 1 (inhibitor).